From a dataset of NCI-60 drug combinations with 297,098 pairs across 59 cell lines. Regression. Given two drug SMILES strings and cell line genomic features, predict the synergy score measuring deviation from expected non-interaction effect. Drug 1: C1=CC=C(C=C1)NC(=O)CCCCCCC(=O)NO. Drug 2: CS(=O)(=O)OCCCCOS(=O)(=O)C. Cell line: SR. Synergy scores: CSS=94.4, Synergy_ZIP=-1.00, Synergy_Bliss=0.597, Synergy_Loewe=0.0226, Synergy_HSA=3.83.